This data is from Peptide-MHC class II binding affinity with 134,281 pairs from IEDB. The task is: Regression. Given a peptide amino acid sequence and an MHC pseudo amino acid sequence, predict their binding affinity value. This is MHC class II binding data. (1) The peptide sequence is SLLVAPMPTASTAQI. The MHC is DRB1_0405 with pseudo-sequence DRB1_0405. The binding affinity (normalized) is 0.380. (2) The peptide sequence is LIKTLQSKLSRNFTK. The MHC is DRB1_0401 with pseudo-sequence DRB1_0401. The binding affinity (normalized) is 0.576. (3) The peptide sequence is GEPIRFLLSYGEKDF. The MHC is DRB4_0101 with pseudo-sequence DRB4_0103. The binding affinity (normalized) is 0.561. (4) The peptide sequence is AAAGLAAAAPLESRQ. The MHC is DRB1_1602 with pseudo-sequence DRB1_1602. The binding affinity (normalized) is 0.366.